From a dataset of Reaction yield outcomes from USPTO patents with 853,638 reactions. Predict the reaction yield, written as a fraction of the theoretical maximum amount of product (1.0 means a 100% yield; for example, 0.34 means a 34% yield). The reactants are [CH3:1][C:2]1[N:10]([CH:11]([C:13]2[CH:18]=[CH:17][CH:16]=[CH:15][CH:14]=2)[CH3:12])[C:5]2=[N:6][CH:7]=[CH:8][CH:9]=[C:4]2[C:3]=1[C:19](O)=[O:20].ON1C2C=CC=CC=2N=N1.Cl.CN(C)CCCN=C=NCC.C(N(CC)CC)C.[NH2:51][CH2:52][C:53]1[C:54]([OH:61])=[N:55][C:56]([CH3:60])=[CH:57][C:58]=1[CH3:59]. The catalyst is ClCCl.O. The product is [OH:61][C:54]1[C:53]([CH2:52][NH:51][C:19]([C:3]2[C:4]3[C:5](=[N:6][CH:7]=[CH:8][CH:9]=3)[N:10]([CH:11]([C:13]3[CH:14]=[CH:15][CH:16]=[CH:17][CH:18]=3)[CH3:12])[C:2]=2[CH3:1])=[O:20])=[C:58]([CH3:59])[CH:57]=[C:56]([CH3:60])[N:55]=1. The yield is 0.676.